Predict the reaction yield, written as a fraction of the theoretical maximum amount of product (1.0 means a 100% yield; for example, 0.34 means a 34% yield). From a dataset of Reaction yield outcomes from USPTO patents with 853,638 reactions. (1) The reactants are [NH:1]1[CH:5]=[CH:4][CH:3]=[N:2]1.[C:6]([O-:9])([O-])=[O:7].[Cs+].[Cs+].[C@@H]1(N)CCCC[C@H]1N.CCCCC[CH2:25][CH2:26][CH2:27][CH2:28][CH2:29][CH2:30][CH3:31].[OH-].[Na+]. The catalyst is O1CCOCC1.[Cu]I. The product is [N:1]1([C:30]2[CH:31]=[C:26]([CH2:25][C:6]([OH:9])=[O:7])[CH:27]=[CH:28][CH:29]=2)[CH:5]=[CH:4][CH:3]=[N:2]1. The yield is 0.650. (2) The reactants are [C:1]([O:5][C:6]([NH:8][CH2:9][CH:10]([C:15]1[CH:20]=[CH:19][C:18]([Cl:21])=[CH:17][CH:16]=1)[CH2:11][C:12]([OH:14])=O)=[O:7])([CH3:4])([CH3:3])[CH3:2].[NH2:22][C:23]1[CH:28]=[CH:27][CH:26]=[CH:25][CH:24]=1.CN(C=O)C.CCN(C(C)C)C(C)C. No catalyst specified. The product is [Cl:21][C:18]1[CH:19]=[CH:20][C:15]([CH:10]([CH2:11][C:12](=[O:14])[NH:22][C:23]2[CH:28]=[CH:27][CH:26]=[CH:25][CH:24]=2)[CH2:9][NH:8][C:6](=[O:7])[O:5][C:1]([CH3:2])([CH3:3])[CH3:4])=[CH:16][CH:17]=1. The yield is 0.470. (3) The reactants are C([O:3][C:4](=[O:45])[CH2:5][CH2:6][CH2:7][O:8][C:9]1[CH:14]=[CH:13][CH:12]=[C:11]([CH2:15][CH2:16][CH2:17][CH2:18][CH2:19][CH2:20][O:21][C:22]2[CH:23]=[C:24]([C:31]3[CH:36]=[CH:35][C:34]([F:37])=[CH:33][CH:32]=3)[CH:25]=[C:26]([O:28][CH2:29][CH3:30])[CH:27]=2)[C:10]=1[CH2:38][CH2:39][C:40]([O:42]CC)=[O:41])C.[OH-].[Na+]. No catalyst specified. The product is [C:40]([CH2:39][CH2:38][C:10]1[C:11]([CH2:15][CH2:16][CH2:17][CH2:18][CH2:19][CH2:20][O:21][C:22]2[CH:23]=[C:24]([C:31]3[CH:32]=[CH:33][C:34]([F:37])=[CH:35][CH:36]=3)[CH:25]=[C:26]([O:28][CH2:29][CH3:30])[CH:27]=2)=[CH:12][CH:13]=[CH:14][C:9]=1[O:8][CH2:7][CH2:6][CH2:5][C:4]([OH:45])=[O:3])([OH:42])=[O:41]. The yield is 0.990. (4) The reactants are [NH:1]1[CH2:4][CH:3]([O:5][C:6]2[C:11]([CH:12]3[CH2:17][CH2:16][O:15][CH2:14][CH2:13]3)=[CH:10][CH:9]=[CH:8][N:7]=2)[CH2:2]1.Cl[C:19]1[CH:28]=[CH:27][C:26]2[C:21](=[CH:22][CH:23]=[CH:24][CH:25]=2)[N:20]=1.C1(P(C2C=CC=CC=2)C2C=CC3C(=CC=CC=3)C=2C2C3C(=CC=CC=3)C=CC=2P(C2C=CC=CC=2)C2C=CC=CC=2)C=CC=CC=1.CC(C)([O-])C.[Na+]. The catalyst is C1(C)C=CC=CC=1.C1C=CC(/C=C/C(/C=C/C2C=CC=CC=2)=O)=CC=1.C1C=CC(/C=C/C(/C=C/C2C=CC=CC=2)=O)=CC=1.C1C=CC(/C=C/C(/C=C/C2C=CC=CC=2)=O)=CC=1.[Pd].[Pd]. The product is [O:15]1[CH2:16][CH2:17][CH:12]([C:11]2[C:6]([O:5][CH:3]3[CH2:2][N:1]([C:19]4[CH:28]=[CH:27][C:26]5[C:21](=[CH:22][CH:23]=[CH:24][CH:25]=5)[N:20]=4)[CH2:4]3)=[N:7][CH:8]=[CH:9][CH:10]=2)[CH2:13][CH2:14]1. The yield is 0.100. (5) The reactants are [I:1][C:2]1[CH:10]=[C:6]([C:7]([OH:9])=O)[C:5]([OH:11])=[CH:4][CH:3]=1.[Cl:12][C:13]1[CH:14]=[C:15]([CH:17]=[C:18]([Cl:20])[CH:19]=1)[NH2:16]. No catalyst specified. The product is [Cl:12][C:13]1[CH:14]=[C:15]([NH:16][C:7](=[O:9])[C:6]2[CH:10]=[C:2]([I:1])[CH:3]=[CH:4][C:5]=2[OH:11])[CH:17]=[C:18]([Cl:20])[CH:19]=1. The yield is 0.654.